This data is from Catalyst prediction with 721,799 reactions and 888 catalyst types from USPTO. The task is: Predict which catalyst facilitates the given reaction. (1) Reactant: [C:1]([O:5][C:6]([N:8]1[CH2:14][CH2:13][C:12]2[C:15]([OH:21])=[N:16][C:17]([S:19][CH3:20])=[N:18][C:11]=2[CH2:10][CH2:9]1)=[O:7])([CH3:4])([CH3:3])[CH3:2].CC([O-])(C)C.[K+].C1C=CC(N([S:35]([C:38]([F:41])([F:40])[F:39])(=[O:37])=[O:36])[S:35]([C:38]([F:41])([F:40])[F:39])(=[O:37])=[O:36])=CC=1. Product: [C:1]([O:5][C:6]([N:8]1[CH2:14][CH2:13][C:12]2[C:15]([O:21][S:35]([C:38]([F:41])([F:40])[F:39])(=[O:37])=[O:36])=[N:16][C:17]([S:19][CH3:20])=[N:18][C:11]=2[CH2:10][CH2:9]1)=[O:7])([CH3:4])([CH3:3])[CH3:2]. The catalyst class is: 1. (2) The catalyst class is: 3. Reactant: [I:1][C:2]1[CH:3]=[C:4]([CH:8]=[CH:9][CH:10]=1)[C:5]([OH:7])=[O:6].Br[CH2:12][C:13]1[CH:18]=[CH:17][CH:16]=[CH:15][CH:14]=1.C(=O)([O-])[O-].[K+].[K+]. Product: [I:1][C:2]1[CH:3]=[C:4]([CH:8]=[CH:9][CH:10]=1)[C:5]([O:7][CH2:12][C:13]1[CH:18]=[CH:17][CH:16]=[CH:15][CH:14]=1)=[O:6]. (3) Reactant: [CH3:1][N:2]1[N:6]=[C:5]([NH2:7])[CH:4]=[N:3]1.C[Al](C)C.[CH2:12]([N:14]1[CH:22]=[C:21]2[C:16]([CH:17]=[C:18]([C:34](OC)=[O:35])[CH:19]=[C:20]2[O:23][C:24]2[CH:29]=[CH:28][C:27]([S:30]([CH3:33])(=[O:32])=[O:31])=[CH:26][CH:25]=2)=[N:15]1)[CH3:13].C(C(C(C([O-])=O)O)O)([O-])=O.[Na+].[K+]. Product: [CH2:12]([N:14]1[CH:22]=[C:21]2[C:16]([CH:17]=[C:18]([C:34]([NH:7][C:5]3[CH:4]=[N:3][N:2]([CH3:1])[N:6]=3)=[O:35])[CH:19]=[C:20]2[O:23][C:24]2[CH:25]=[CH:26][C:27]([S:30]([CH3:33])(=[O:32])=[O:31])=[CH:28][CH:29]=2)=[N:15]1)[CH3:13]. The catalyst class is: 68. (4) Reactant: [NH2:1][C:2]1[C:15]([F:16])=[CH:14][CH:13]=[CH:12][C:3]=1[C:4]([NH:6][C:7]([CH3:11])([C:9]#[CH:10])[CH3:8])=[O:5].[F:17][C:18]([F:23])([F:22])[CH2:19][CH:20]=O.C(O)(=O)C.C(O[BH-](OC(=O)C)OC(=O)C)(=O)C.[Na+]. Product: [F:16][C:15]1[C:2]([NH:1][CH2:20][CH2:19][C:18]([F:23])([F:22])[F:17])=[C:3]([CH:12]=[CH:13][CH:14]=1)[C:4]([NH:6][C:7]([CH3:11])([C:9]#[CH:10])[CH3:8])=[O:5]. The catalyst class is: 26. (5) Reactant: [Cl:1][C:2]1[N:3]=[CH:4][CH:5]=[C:6]2[C:11]=1[N:10]=[CH:9][C:8]([O:12]C)=[CH:7]2.B(Br)(Br)Br.ClCCl. Product: [Cl:1][C:2]1[N:3]=[CH:4][CH:5]=[C:6]2[C:11]=1[N:10]=[CH:9][C:8]([OH:12])=[CH:7]2. The catalyst class is: 26. (6) Reactant: [C:1]1(=[O:8])[O:7][C:5](=[O:6])[CH2:4][CH2:3][CH2:2]1.[CH3:9][C:10]1[CH2:15][CH2:14][CH2:13][C:12]([CH3:17])([CH3:16])[C:11]=1/[CH:18]=[CH:19]/[C:20](/[CH3:29])=[CH:21]/[CH:22]=[CH:23]/[C:24](/[CH3:28])=[CH:25]/[CH2:26][OH:27].C(N(CC)CC)C. Product: [CH3:28]/[C:24](/[CH:23]=[CH:22]/[CH:21]=[C:20](\[CH3:29])/[CH:19]=[CH:18]/[C:11]1[C:12]([CH3:17])([CH3:16])[CH2:13][CH2:14][CH2:15][C:10]=1[CH3:9])=[CH:25]\[CH2:26][O:27][C:5](=[O:6])[CH2:4][CH2:3][CH2:2][C:1]([OH:7])=[O:8]. The catalyst class is: 4. (7) Reactant: [NH2:1][C:2]1[CH:3]=[C:4]([C:8]2[CH:9]=[CH:10][C:11]3[N:12]([N:14]=[C:15]([NH:17][C:18]4[CH:23]=[CH:22][CH:21]=[CH:20][C:19]=4[O:24][CH3:25])[N:16]=3)[CH:13]=2)[CH:5]=[CH:6][CH:7]=1.[CH:26]([N:29]=[C:30]=[O:31])([CH3:28])[CH3:27].O. Product: [CH3:25][O:24][C:19]1[CH:20]=[CH:21][CH:22]=[CH:23][C:18]=1[NH:17][C:15]1[N:16]=[C:11]2[CH:10]=[CH:9][C:8]([C:4]3[CH:3]=[C:2]([NH:1][C:30]([NH:29][CH:26]([CH3:28])[CH3:27])=[O:31])[CH:7]=[CH:6][CH:5]=3)=[CH:13][N:12]2[N:14]=1. The catalyst class is: 1.